From a dataset of Catalyst prediction with 721,799 reactions and 888 catalyst types from USPTO. Predict which catalyst facilitates the given reaction. (1) Reactant: [C:1]1([C:7]2[CH:8]=[CH:9][C:10](=[O:13])[NH:11][N:12]=2)[CH:6]=[CH:5][CH:4]=[CH:3][CH:2]=1.[Cl-].[NH4+:15]. Product: [C:1]1([C:7]2[CH2:8][CH:9]([C:1]3[CH:6]=[CH:5][N:15]=[CH:3][CH:2]=3)[C:10](=[O:13])[NH:11][N:12]=2)[CH:2]=[CH:3][CH:4]=[CH:5][CH:6]=1. The catalyst class is: 11. (2) Reactant: Br[C:2]1[CH:7]=[CH:6][C:5]([NH:8][C:9](=[O:11])[CH3:10])=[CH:4][C:3]=1[O:12][CH3:13].C[C:15]1[CH:20]=[C:19](B(O)O)[CH:18]=[CH:17][N:16]=1.COCCOC.C(O)C.C(=O)([O-])[O-].[Na+].[Na+].O. Product: [CH3:13][O:12][C:3]1[CH:4]=[C:5]([NH:8][C:9](=[O:11])[CH3:10])[CH:6]=[CH:7][C:2]=1[C:19]1[CH:18]=[CH:17][N:16]=[CH:15][CH:20]=1. The catalyst class is: 73. (3) Reactant: [CH3:1][C:2]1[N:7]=[C:6]2[O:8][C:9]([NH2:11])=[N:10][C:5]2=[CH:4][CH:3]=1.[H-].[Na+].[C:14](N1C=CC=CC1=O)(N1C=CC=CC1=O)=S.[N-]=C=S.[NH2:33][CH2:34][C:35]1([NH2:43])[CH:40]2[CH2:41][CH2:42][N:37]([CH2:38][CH2:39]2)[CH2:36]1.C([O-])([O-])=O.[Cs+].[Cs+]. Product: [N:37]12[CH2:38][CH2:39][CH:40]([CH2:41][CH2:42]1)[C:35]1([CH2:34][N:33]=[C:14]([NH:11][C:9]3[O:8][C:6]4[C:5]([N:10]=3)=[CH:4][CH:3]=[C:2]([CH3:1])[N:7]=4)[NH:43]1)[CH2:36]2. The catalyst class is: 3. (4) Reactant: C([O:8][N:9]([CH2:12][CH2:13][CH2:14][CH2:15][CH2:16][CH2:17][N:18]1[C:24](=[O:25])[C:23]2[CH:26]=[CH:27][CH:28]=[CH:29][C:22]=2[O:21][C:20]2[CH:30]=[CH:31][CH:32]=[CH:33][C:19]1=2)[CH:10]=[O:11])C1C=CC=CC=1.[H][H]. Product: [OH:8][N:9]([CH2:12][CH2:13][CH2:14][CH2:15][CH2:16][CH2:17][N:18]1[C:24](=[O:25])[C:23]2[CH:26]=[CH:27][CH:28]=[CH:29][C:22]=2[O:21][C:20]2[CH:30]=[CH:31][CH:32]=[CH:33][C:19]1=2)[CH:10]=[O:11]. The catalyst class is: 19. (5) Reactant: [Br:1][C:2]1[C:7]([CH3:8])=[CH:6][C:5]([OH:9])=[CH:4][C:3]=1[CH3:10].C([O-])([O-])=O.[Cs+].[Cs+].CS(O[CH:22]1[CH2:27][CH2:26][O:25][CH2:24][CH2:23]1)(=O)=O. Product: [Br:1][C:2]1[C:7]([CH3:8])=[CH:6][C:5]([O:9][CH:22]2[CH2:27][CH2:26][O:25][CH2:24][CH2:23]2)=[CH:4][C:3]=1[CH3:10]. The catalyst class is: 60. (6) Product: [F:33][C:2]([F:1])([F:32])[C:3]1[CH:27]=[C:26]([C:28]([F:30])([F:29])[F:31])[CH:25]=[CH:24][C:4]=1[CH2:5][O:6][C:7]1[CH:12]=[CH:11][C:10](/[CH:13]=[C:14]2/[C:15]([N:20]([CH3:34])[CH3:21])=[N:16][C:17](=[O:19])[S:18]/2)=[CH:9][C:8]=1[O:22][CH3:23]. Reactant: [F:1][C:2]([F:33])([F:32])[C:3]1[CH:27]=[C:26]([C:28]([F:31])([F:30])[F:29])[CH:25]=[CH:24][C:4]=1[CH2:5][O:6][C:7]1[CH:12]=[CH:11][C:10](/[CH:13]=[C:14]2/[C:15]([NH:20][CH3:21])=[N:16][C:17](=[O:19])[S:18]/2)=[CH:9][C:8]=1[O:22][CH3:23].[C:34](=O)([O-])[O-].[K+].[K+].CI.O. The catalyst class is: 9. (7) Reactant: C([O:4][C@@H:5]1[CH2:9][C@H:8]([C:10]2[N:14]3[C:15]4[CH:21]=[CH:20][N:19](S(C5C=CC(C)=CC=5)(=O)=O)[C:16]=4[N:17]=[CH:18][C:13]3=[C:12](Br)[N:11]=2)[N:7]([C:33](=[O:35])[CH3:34])[CH2:6]1)(=O)C.[CH3:36][NH:37][C:38]1[CH:43]=[CH:42][C:41](B2OC(C)(C)C(C)(C)O2)=[CH:40][CH:39]=1.C([O-])([O-])=O.[K+].[K+].[OH-].[Na+]. Product: [OH:4][C@H:5]1[CH2:6][N:7]([C:33](=[O:35])[CH3:34])[C@@H:8]([C:10]2[N:14]3[C:15]4[CH:21]=[CH:20][NH:19][C:16]=4[N:17]=[CH:18][C:13]3=[C:12]([C:41]3[CH:42]=[CH:43][C:38]([NH:37][CH3:36])=[CH:39][CH:40]=3)[N:11]=2)[CH2:9]1. The catalyst class is: 117. (8) Reactant: [Cl-:1].[Ca+2].[Cl-].[BH4-].[Na+].C[O:7][C:8](=O)[C:9]1[CH:14]=[CH:13][N:12]=[C:11]([N:15]2[C:19](=[O:20])[C:18]([C:21]3[CH:22]=[N:23][CH:24]=[CH:25][CH:26]=3)=[CH:17][NH:16]2)[CH:10]=1.Cl. Product: [ClH:1].[OH:7][CH2:8][C:9]1[CH:14]=[CH:13][N:12]=[C:11]([N:15]2[C:19](=[O:20])[C:18]([C:21]3[CH:22]=[N:23][CH:24]=[CH:25][CH:26]=3)=[CH:17][NH:16]2)[CH:10]=1. The catalyst class is: 8. (9) Reactant: C([O:9][C@H:10]1[C@@H:17]2[N:13]([N:14]=[C:15]([C:25]3[CH:30]=[CH:29][C:28]([C:31]#[N:32])=[C:27]([Cl:33])[C:26]=3[CH3:34])[C@H:16]2[O:18][CH:19]2[CH2:24][CH2:23][CH2:22][CH2:21][O:20]2)[CH2:12][CH2:11]1)(=O)C1C=CC=CC=1.O[Li].O. Product: [Cl:33][C:27]1[C:26]([CH3:34])=[C:25]([C:15]2[C@@H:16]([O:18][CH:19]3[CH2:24][CH2:23][CH2:22][CH2:21][O:20]3)[C@@H:17]3[C@H:10]([OH:9])[CH2:11][CH2:12][N:13]3[N:14]=2)[CH:30]=[CH:29][C:28]=1[C:31]#[N:32]. The catalyst class is: 20. (10) Reactant: [F:1][C:2]([F:30])([F:29])[C:3]1[CH:4]=[C:5]([C:13]2(C)[CH:22]([C:23](O)=[O:24])[C:21]3[C:16](=[CH:17][CH:18]=[CH:19][CH:20]=3)[C:15](=[O:26])[N:14]2[CH3:27])[CH:6]=[C:7]([C:9]([F:12])([F:11])[F:10])[CH:8]=1.C1CN([P+](ON2N=NC3C=CC=CC2=3)(N2CCCC2)N2CCCC2)CC1.F[P-](F)(F)(F)(F)F.[CH2:64]([CH2:67][OH:68])[CH2:65][NH2:66].C(N(CC)C(C)C)(C)C. Product: [F:10][C:9]([F:11])([F:12])[C:7]1[CH:6]=[C:5]([C@H:13]2[C@H:22]([C:23]([NH:66][CH2:65][CH2:64][CH2:67][OH:68])=[O:24])[C:21]3[C:16](=[CH:17][CH:18]=[CH:19][CH:20]=3)[C:15](=[O:26])[N:14]2[CH3:27])[CH:4]=[C:3]([C:2]([F:29])([F:30])[F:1])[CH:8]=1. The catalyst class is: 4.